Dataset: Reaction yield outcomes from USPTO patents with 853,638 reactions. Task: Predict the reaction yield, written as a fraction of the theoretical maximum amount of product (1.0 means a 100% yield; for example, 0.34 means a 34% yield). (1) The reactants are [CH3:1][C:2]1[NH:3][CH:4]=[C:5]([CH3:22])[C:6]=1[CH2:7][C:8]1[CH:13]=[CH:12][CH:11]=[CH:10][C:9]=1[S:14]([N:17]1[CH2:21][CH2:20][CH2:19][CH2:18]1)(=[O:16])=[O:15].[CH3:23][N:24](C=O)C. The catalyst is C(#N)C. The product is [CH3:22][C:5]1[C:6]([CH2:7][C:8]2[CH:13]=[CH:12][CH:11]=[CH:10][C:9]=2[S:14]([N:17]2[CH2:21][CH2:20][CH2:19][CH2:18]2)(=[O:16])=[O:15])=[C:2]([CH3:1])[NH:3][C:4]=1[C:23]#[N:24]. The yield is 0.359. (2) The reactants are [OH:1][C@@H:2]([CH2:18][N:19]([C:24]1[CH:29]=[CH:28][C:27]([O:30][CH2:31][CH2:32][CH:33]([C:36]#[N:37])[CH2:34][CH3:35])=[CH:26][CH:25]=1)[CH2:20][CH:21]([CH3:23])[CH3:22])[CH2:3][O:4][C:5]1[C:17]2[C:16]3[C:11](=[CH:12][CH:13]=[CH:14][CH:15]=3)[NH:10][C:9]=2[CH:8]=[CH:7][CH:6]=1.C(=O)([O-])[O-:39].[K+].[K+].OO. The catalyst is CS(C)=O. The product is [OH:1][C@@H:2]([CH2:18][N:19]([C:24]1[CH:25]=[CH:26][C:27]([O:30][CH2:31][CH2:32][CH:33]([C:36](=[O:39])[NH2:37])[CH2:34][CH3:35])=[CH:28][CH:29]=1)[CH2:20][CH:21]([CH3:23])[CH3:22])[CH2:3][O:4][C:5]1[C:17]2[C:16]3[C:11](=[CH:12][CH:13]=[CH:14][CH:15]=3)[NH:10][C:9]=2[CH:8]=[CH:7][CH:6]=1. The yield is 0.670. (3) The reactants are [N:1]1([C:7]2[CH:8]=[C:9]([CH:11]=[CH:12][CH:13]=2)[NH2:10])[CH2:6][CH2:5][O:4][CH2:3][CH2:2]1.C[Al](C)C.N#N.[NH:20](/[C:24](/[CH3:30])=[CH:25]\[C:26](OC)=[O:27])[C:21]([CH3:23])=O. The catalyst is C(Cl)Cl. The product is [CH3:23][C:21]1[N:10]([C:9]2[CH:11]=[CH:12][CH:13]=[C:7]([N:1]3[CH2:2][CH2:3][O:4][CH2:5][CH2:6]3)[CH:8]=2)[C:26](=[O:27])[CH:25]=[C:24]([CH3:30])[N:20]=1. The yield is 0.130.